Dataset: Forward reaction prediction with 1.9M reactions from USPTO patents (1976-2016). Task: Predict the product of the given reaction. The product is: [C:12]([O:11][C:9](=[O:10])[N:22]([CH2:21][C:20]1[CH:32]=[CH:33][C:17]([F:16])=[CH:18][CH:19]=1)[C:23]1[CH:24]=[N:25][CH:26]=[CH:27][C:28]=1[N+:29]([O-:31])=[O:30])([CH3:13])([CH3:14])[CH3:15]. Given the reactants [C:9](O[C:9]([O:11][C:12]([CH3:15])([CH3:14])[CH3:13])=[O:10])([O:11][C:12]([CH3:15])([CH3:14])[CH3:13])=[O:10].[F:16][C:17]1[CH:33]=[CH:32][C:20]([CH2:21][NH:22][C:23]2[CH:24]=[N:25][CH:26]=[CH:27][C:28]=2[N+:29]([O-:31])=[O:30])=[CH:19][CH:18]=1, predict the reaction product.